This data is from Reaction yield outcomes from USPTO patents with 853,638 reactions. The task is: Predict the reaction yield, written as a fraction of the theoretical maximum amount of product (1.0 means a 100% yield; for example, 0.34 means a 34% yield). (1) The reactants are [C:1]([N:6]1[CH2:10][CH2:9][O:8][C:7]1=[O:11])(=[O:5])/[CH:2]=[CH:3]/[CH3:4].[NH2:12][C:13]1[CH:18]=[CH:17][CH:16]=[CH:15][CH:14]=1.CS(O)(=O)=O. The catalyst is C1(C)C=CC=CC=1. The product is [C:13]1([NH:12][CH:3]([CH3:4])[CH2:2][C:1]([N:6]2[CH2:10][CH2:9][O:8][C:7]2=[O:11])=[O:5])[CH:18]=[CH:17][CH:16]=[CH:15][CH:14]=1. The yield is 0.230. (2) The reactants are [CH:1]([CH:3]=O)=[O:2].C(N(CC)CC)C.[CH3:12][NH:13][C:14]([NH:16][CH3:17])=[O:15]. The catalyst is O. The product is [CH3:12][N:13]1[CH2:3][C:1](=[O:2])[N:16]([CH3:17])[C:14]1=[O:15]. The yield is 0.850.